Task: Predict the product of the given reaction.. Dataset: Forward reaction prediction with 1.9M reactions from USPTO patents (1976-2016) (1) Given the reactants [Br:1][C:2]1[CH:3]=[C:4]([CH2:9][CH2:10][C:11]([OH:13])=O)[CH:5]=[CH:6][C:7]=1[F:8].CN(C=O)C.C(Cl)(=O)C(Cl)=O.[Cl-].[Cl-].[Cl-].[Al+3], predict the reaction product. The product is: [Br:1][C:2]1[CH:3]=[C:4]2[C:5](=[CH:6][C:7]=1[F:8])[C:11](=[O:13])[CH2:10][CH2:9]2. (2) Given the reactants [CH:1]1([NH:4][C:5]2[C:10]([C:11]([NH2:13])=[O:12])=[CH:9][N:8]=[C:7]([NH:14][C:15]3[CH:20]=[CH:19][C:18]([CH:21]4[CH2:26][CH2:25][NH:24][CH2:23][CH2:22]4)=[CH:17][CH:16]=3)[N:6]=2)[CH2:3][CH2:2]1.[C:27](O)(C(F)(F)F)=[O:28], predict the reaction product. The product is: [CH:1]1([NH:4][C:5]2[C:10]([C:11]([NH2:13])=[O:12])=[CH:9][N:8]=[C:7]([NH:14][C:15]3[CH:20]=[CH:19][C:18]([CH:21]4[CH2:26][CH2:25][N:24]([CH:27]=[O:28])[CH2:23][CH2:22]4)=[CH:17][CH:16]=3)[N:6]=2)[CH2:3][CH2:2]1.